The task is: Predict the reactants needed to synthesize the given product.. This data is from Full USPTO retrosynthesis dataset with 1.9M reactions from patents (1976-2016). Given the product [CH2:1]([N:8]1[CH2:18][CH2:17][C:11]2[N:12]=[CH:13][N:14]=[C:15]([NH:25][C:24]3[CH:26]=[CH:27][C:21]([C:20]([F:19])([F:28])[F:29])=[CH:22][CH:23]=3)[C:10]=2[CH2:9]1)[C:2]1[CH:7]=[CH:6][CH:5]=[CH:4][CH:3]=1, predict the reactants needed to synthesize it. The reactants are: [CH2:1]([N:8]1[CH2:18][CH2:17][C:11]2[N:12]=[CH:13][N:14]=[C:15](Cl)[C:10]=2[CH2:9]1)[C:2]1[CH:7]=[CH:6][CH:5]=[CH:4][CH:3]=1.[F:19][C:20]([F:29])([F:28])[C:21]1[CH:27]=[CH:26][C:24]([NH2:25])=[CH:23][CH:22]=1.I.O.